Dataset: Catalyst prediction with 721,799 reactions and 888 catalyst types from USPTO. Task: Predict which catalyst facilitates the given reaction. (1) Reactant: [C:1]([O:5][C:6]([NH:8][C@@H:9]1[C@H:14]([NH:15][C:16]2[N:21]=[C:20](Cl)[C:19]3[C:23](=[O:33])[N:24]([C:26]([O:28][C:29]([CH3:32])([CH3:31])[CH3:30])=[O:27])[CH2:25][C:18]=3[C:17]=2[F:34])[CH2:13][CH2:12][O:11][CH2:10]1)=[O:7])([CH3:4])([CH3:3])[CH3:2].CC1(C)C(C)(C)OB([C:43]#[C:44][C:45]2[CH:50]=[CH:49][CH:48]=[CH:47][CH:46]=2)O1.C(=O)([O-])[O-].[Na+].[Na+]. Product: [C:1]([O:5][C:6]([NH:8][C@@H:9]1[C@H:14]([NH:15][C:16]2[N:21]=[C:20]([C:43]#[C:44][C:45]3[CH:50]=[CH:49][CH:48]=[CH:47][CH:46]=3)[C:19]3[C:23](=[O:33])[N:24]([C:26]([O:28][C:29]([CH3:32])([CH3:31])[CH3:30])=[O:27])[CH2:25][C:18]=3[C:17]=2[F:34])[CH2:13][CH2:12][O:11][CH2:10]1)=[O:7])([CH3:4])([CH3:3])[CH3:2]. The catalyst class is: 551. (2) The catalyst class is: 298. Reactant: [C:1]([O:5][C:6]([N:8]1[CH2:13][CH2:12][C:11]([NH2:16])([C:14]#[N:15])[CH2:10][CH2:9]1)=[O:7])([CH3:4])([CH3:3])[CH3:2].[F:17][C:18]([F:29])([F:28])[C:19](O[C:19](=[O:20])[C:18]([F:29])([F:28])[F:17])=[O:20]. Product: [C:1]([O:5][C:6]([N:8]1[CH2:9][CH2:10][C:11]([C:14]#[N:15])([NH:16][C:19](=[O:20])[C:18]([F:29])([F:28])[F:17])[CH2:12][CH2:13]1)=[O:7])([CH3:4])([CH3:2])[CH3:3].